Dataset: CYP2C9 inhibition data for predicting drug metabolism from PubChem BioAssay. Task: Regression/Classification. Given a drug SMILES string, predict its absorption, distribution, metabolism, or excretion properties. Task type varies by dataset: regression for continuous measurements (e.g., permeability, clearance, half-life) or binary classification for categorical outcomes (e.g., BBB penetration, CYP inhibition). Dataset: cyp2c9_veith. (1) The compound is COc1ccc(COC(=O)N/N=C2/C[C@@H](O)[C@@H](O)[C@@H]3[C@@H]4C(=O)N(C(C)(C)C)C(=O)[C@H]4CC[C@@H]23)cc1. The result is 0 (non-inhibitor). (2) The molecule is Cc1ccc(-n2c(C)nnc2SCC(=O)N2CCc3ccccc3C2)cc1C. The result is 0 (non-inhibitor). (3) The compound is CCc1nnc(NC=C2C(=O)OC(C)(C)OC2=O)s1. The result is 1 (inhibitor).